From a dataset of M1 muscarinic receptor antagonist screen with 61,756 compounds. Binary Classification. Given a drug SMILES string, predict its activity (active/inactive) in a high-throughput screening assay against a specified biological target. (1) The drug is O=C(N(Cc1c2c([nH]c(=O)c1)cccc2)c1cc(ccc1)C)CC. The result is 0 (inactive). (2) The molecule is n1(nc(cc1C)C)CCn1nc(cc1C)C. The result is 0 (inactive). (3) The molecule is Brc1cc2c(NC(=O)Cc3cc(OCC)c(OCC)cc3)c(oc2cc1)C(=O)N. The result is 0 (inactive). (4) The molecule is S(=O)(=O)(Cc1oc(C(=O)N2CCc3c(C2)cccc3)cc1)c1ccc(OC)cc1. The result is 0 (inactive). (5) The molecule is Clc1c(OC(c2onc(n2)c2ncccc2)C)ccc(Cl)c1. The result is 0 (inactive). (6) The result is 0 (inactive). The molecule is S(=O)(=O)(N1CCC(CC1)C(=O)Nc1ncccc1)c1sccc1.